Dataset: Drug-target binding data from BindingDB using IC50 measurements. Task: Regression. Given a target protein amino acid sequence and a drug SMILES string, predict the binding affinity score between them. We predict pIC50 (pIC50 = -log10(IC50 in M); higher means more potent). Dataset: bindingdb_ic50. (1) The drug is Nc1ccc(C(=O)OCCCc2nc3cc4ccccc4cc3[nH]2)cc1. The target protein (P0C0H6) has sequence MSNWDTKFLKKGYTFDDVLLIPAESHVLPNEVDLKTKLADNLTLNIPIITAAMDTVTGSKMAIAIARAGGLGVIHKNMSITEQAEEVRKVKRSENGVIIDPFFLTPEHKVSEAEELMQRYRISGVPIVETLANRKLVGIITNRDMRFISDYNAPISEHMTSEHLVTAAVGTDLETAERILHEHRIEKLPLVDNSGRLSGLITIKDIEKVIEFPHAAKDEFGRLLVAAAVGVTSDTFERAEALFEAGADAIVIDTAHGHSAGVLRKIAEIRAHFPNRTLIAGNIATAEGARALYDAGVDVVKVGIGPGSICTTRVVAGVGVPQVTAIYDAAAVAREYGKTIIADGGIKYSGDIVKALAAGGNAVMLGSMFAGTDEAPGETEIYQGRKFKTYRGMGSIAAMKKGSSDRYFQGSVNEANKLVPEGIEGRVAYKGAASDIVFQMLGGIRSGMGYVGAGDIQELHENAQFVEMSGAGLIESHPHDVQITNEAPNYSVH. The pIC50 is 6.1. (2) The target protein sequence is MAKATSGAAGLRLLLLLLLPLLGKVALGLYFSRDAYWEKLYVDQAAGTPLLYVHALRDAPEEVPSFRLGQHLYGTYRTRLHENNWICIQEDTGLLYLNRSLDHSSWEKLSVRNRGFPLLTVYLKVFLSPTSLREGECQWPGCARVYFSFFNTSFPACSSLKPRELCFPETRPSFRIRENRPPGTFHQFRLLPVQFLCPNISVAYRLLEGEGLPFRCAPDSLEVSTRWALDREQREKYELVAVCTVHAGAREEVVMVPFPVTVYDEDDSAPTFPAGVDTASAVVEFKRKEDTVVATLRVFDADVVPASGELVRRYTSTLLPGDTWAQQTFRVEHWPNETSVQANGSFVRATVHDYRLVLNRNLSISENRTMQLAVLVNDSDFQGPGAGVLLLHFNVSVLPVSLHLPSTYSLSVSRRARRFAQIGKVCVENCQAFSGINVQYKLHSSGANCSTLGVVTSAEDTSGILFVNDTKALRRPKCAELHYMVVATDQQTSRQAQAQL.... The pIC50 is 6.8. The small molecule is CN1CC(F)(COc2cc(-c3ccc(N4CCC(C)(NC(=O)c5ncccc5Cl)CC4)nc3)c3c(C#N)cnn3c2)C1. (3) The compound is CC(=O)NCCC[C@H]1OC[C@H](Oc2ccc(OC(C)C)cn2)CO1. The target protein sequence is DKKQANIKRQLMTNFILGSFDDYSSDEDSVAGSSRESTRKGSRASLGALSLEAYLTTGEAETRVPTMRPSMSGLHLVKRGREHKKLDLHRDFTVASPAEFVTRFGGDRVIEKVLIANNGIAAVKCMRSIRRWAYEMFRNERAIRFVVMVTPEDLKANAEYIKMADHYVPVPGGPNNNNYANVELIVDIAKRIPVQAVWAGWGHASENPKLPELLCKNGVAFLGPPSEAMWALGDKIASTVVAQTLQVPTLPWSGSGLTVEWTEDDLQQGKRISVPEDVYDKGCVKDVDEGLEAAERIGFPLMIKASEGGGGKGIRKAESAEDFPILFRQVQSEIPGSPIFLMKLAQHARHLEVQILADQYGNAVSLFGRDCSIQRRHQKIVEEAPATIAPLAIFEFMEQCAIRLAKTVGYVSAGTVEYLYSQDGSFHFLELNPRLQVEHPCTEMIADVNLPAAQLQIAMGVPLHRLKDIRLLYGESPWGVTPISFETPSNPPLARGHVIA.... The pIC50 is 5.7. (4) The compound is CCn1c(CSc2nc3ccccc3[nH]2)n[nH]c1=S. The target protein (P31941) has sequence MEASPASGPRHLMDPHIFTSNFNNGIGRHKTYLCYEVERLDNGTSVKMDQHRGFLHNQAKNLLCGFYGRHAELRFLDLVPSLQLDPAQIYRVTWFISWSPCFSWGCAGEVRAFLQENTHVRLRIFAARIYDYDPLYKEALQMLRDAGAQVSIMTYDEFKHCWDTFVDHQGCPFQPWDGLDEHSQALSGRLRAILQNQGN. The pIC50 is 4.0.